This data is from Reaction yield outcomes from USPTO patents with 853,638 reactions. The task is: Predict the reaction yield, written as a fraction of the theoretical maximum amount of product (1.0 means a 100% yield; for example, 0.34 means a 34% yield). (1) The reactants are [C:1]([C:3]1[CH:8]=[CH:7][C:6]([N:9]2[C:13]([C:14]3[CH:19]=[CH:18][C:17]([CH3:20])=[CH:16][CH:15]=3)=[CH:12][C:11]([NH:21][C:22](=[O:28])[O:23][C:24]([CH3:27])([CH3:26])[CH3:25])=[N:10]2)=[CH:5][CH:4]=1)#[N:2].CC1C=CC(S(O[CH2:40][CH:41]2[CH2:46][CH2:45][N:44]([C:47]([O:49][C:50]([CH3:53])([CH3:52])[CH3:51])=[O:48])[CH2:43][CH2:42]2)(=O)=O)=CC=1.C([O-])([O-])=O.[Cs+].[Cs+]. The catalyst is CN(C=O)C. The product is [C:1]([C:3]1[CH:4]=[CH:5][C:6]([N:9]2[C:13]([C:14]3[CH:19]=[CH:18][C:17]([CH3:20])=[CH:16][CH:15]=3)=[CH:12][C:11]([N:21]([CH2:40][CH:41]3[CH2:46][CH2:45][N:44]([C:47]([O:49][C:50]([CH3:51])([CH3:53])[CH3:52])=[O:48])[CH2:43][CH2:42]3)[C:22]([O:23][C:24]([CH3:25])([CH3:27])[CH3:26])=[O:28])=[N:10]2)=[CH:7][CH:8]=1)#[N:2]. The yield is 0.670. (2) The product is [N:31]1[C:23]([NH:22][CH:20]([C:8]2[N:9]([C:13]3[CH:18]=[CH:17][CH:16]=[CH:15][C:14]=3[CH3:19])[C:10](=[O:12])[C:11]3[C:6]([CH:7]=2)=[CH:5][CH:4]=[CH:3][C:2]=3[CH3:1])[CH3:21])=[C:24]2[C:28]([NH:27][CH:26]=[N:25]2)=[N:29][CH:30]=1. The catalyst is CO. The yield is 0.540. The reactants are [CH3:1][C:2]1[CH:3]=[CH:4][CH:5]=[C:6]2[C:11]=1[C:10](=[O:12])[N:9]([C:13]1[CH:18]=[CH:17][CH:16]=[CH:15][C:14]=1[CH3:19])[C:8]([CH:20]([NH:22][C:23]1[N:31]=[CH:30][N:29]=[C:28]3[C:24]=1[N:25]=[CH:26][N:27]3C1CCCCO1)[CH3:21])=[CH:7]2.C([O-])(O)=O.[Na+]. (3) The reactants are [NH2:1][CH2:2][CH2:3][NH:4][C:5]([CH:7]1[CH2:12][CH2:11][N:10]([C:13]2[C:18]([Cl:19])=[CH:17][N:16]=[CH:15][C:14]=2[Cl:20])[CH2:9][CH2:8]1)=[O:6].[CH:21]1([CH:27]=O)[CH2:26][CH2:25][CH2:24][CH2:23][CH2:22]1.C([BH3-])#N.[Na+]. The catalyst is CO. The product is [CH:21]1([CH2:27][NH:1][CH2:2][CH2:3][NH:4][C:5]([CH:7]2[CH2:8][CH2:9][N:10]([C:13]3[C:14]([Cl:20])=[CH:15][N:16]=[CH:17][C:18]=3[Cl:19])[CH2:11][CH2:12]2)=[O:6])[CH2:26][CH2:25][CH2:24][CH2:23][CH2:22]1. The yield is 0.230. (4) The product is [OH:15][CH2:14][C@H:10]1[O:11][CH2:12][CH2:13][N:8]([C:1]([O:3][C:4]([CH3:7])([CH3:6])[CH3:5])=[O:2])[CH2:9]1. The catalyst is C1COCC1. The reactants are [C:1]([N:8]1[CH2:13][CH2:12][O:11][C@H:10]([C:14](O)=[O:15])[CH2:9]1)([O:3][C:4]([CH3:7])([CH3:6])[CH3:5])=[O:2].B. The yield is 0.920.